Dataset: Reaction yield outcomes from USPTO patents with 853,638 reactions. Task: Predict the reaction yield, written as a fraction of the theoretical maximum amount of product (1.0 means a 100% yield; for example, 0.34 means a 34% yield). The product is [N:1]1[CH:6]=[CH:5][C:4]([C:7]2[CH:17]=[C:16]([C:18]([F:20])([F:21])[F:19])[CH:15]=[CH:14][C:8]=2[CH2:9][OH:10])=[CH:3][N:2]=1. The catalyst is O1CCCC1. The yield is 0.450. The reactants are [N:1]1[CH:6]=[CH:5][C:4]([C:7]2[CH:17]=[C:16]([C:18]([F:21])([F:20])[F:19])[CH:15]=[CH:14][C:8]=2[C:9](OCC)=[O:10])=[CH:3][N:2]=1.[H-].[Al+3].[Li+].[H-].[H-].[H-].